Dataset: Catalyst prediction with 721,799 reactions and 888 catalyst types from USPTO. Task: Predict which catalyst facilitates the given reaction. Reactant: [CH2:1]([O:8][C:9]1[CH:18]=[C:17]2[C:12]([C:13](=O)[NH:14][CH:15]=[N:16]2)=[CH:11][C:10]=1[O:20][CH3:21])[C:2]1[CH:7]=[CH:6][CH:5]=[CH:4][CH:3]=1.S(Cl)([Cl:24])=O. Product: [Cl:24][C:13]1[C:12]2[C:17](=[CH:18][C:9]([O:8][CH2:1][C:2]3[CH:7]=[CH:6][CH:5]=[CH:4][CH:3]=3)=[C:10]([O:20][CH3:21])[CH:11]=2)[N:16]=[CH:15][N:14]=1. The catalyst class is: 3.